Dataset: Forward reaction prediction with 1.9M reactions from USPTO patents (1976-2016). Task: Predict the product of the given reaction. (1) Given the reactants [CH3:1][O:2][C:3]1[CH:8]=[CH:7][CH:6]=[C:5]([CH3:9])[N:4]=1.P([O-])([O-])(O)=O.[Na+].[Na+].[Br:17]Br, predict the reaction product. The product is: [CH3:1][O:2][C:3]1[N:4]=[C:5]([CH3:9])[C:6]([Br:17])=[CH:7][CH:8]=1. (2) Given the reactants [OH:1][CH2:2][CH2:3][C:4]1[CH:8]=[CH:7][O:6][C:5]=1[CH2:9][CH2:10][OH:11].C(N(CC)CC)C.[CH3:19][S:20](Cl)(=[O:22])=[O:21], predict the reaction product. The product is: [CH3:19][S:20]([O:1][CH2:2][CH2:3][C:4]1[CH:8]=[CH:7][O:6][C:5]=1[CH2:9][CH2:10][O:11][S:20]([CH3:19])(=[O:22])=[O:21])(=[O:22])=[O:21]. (3) Given the reactants Cl.[NH2:2][C@@H:3]([CH2:10][CH:11]1[CH2:16][CH2:15][CH2:14][CH2:13][CH2:12]1)[C@H:4]([OH:9])[CH2:5][N:6]=[N+:7]=[N-:8].[CH3:17][O:18][C:19]1[C:20](=O)[C:21](=[O:25])[C:22]=1[O:23]C.C(N(CC)CC)C, predict the reaction product. The product is: [N:6]([CH2:5][C@@H:4]([OH:9])[C@@H:3]([NH:2][C:20]1[C:21](=[O:25])[C:22](=[O:23])[C:19]=1[O:18][CH3:17])[CH2:10][CH:11]1[CH2:16][CH2:15][CH2:14][CH2:13][CH2:12]1)=[N+:7]=[N-:8]. (4) Given the reactants [CH:1]([N:4]1[CH2:9][CH2:8][N:7]([CH2:10][CH2:11][C:12]([NH:14][C:15]2[CH:16]=[C:17]([C:21]3[N:30]=[C:29]([NH:31][C:32]4[CH:33]=[C:34]5[C:38](=[CH:39][CH:40]=4)[N:37](C(OC(C)(C)C)=O)[N:36]=[CH:35]5)[C:28]4[C:23](=[CH:24][CH:25]=[CH:26][CH:27]=4)[N:22]=3)[CH:18]=[CH:19][CH:20]=2)=[O:13])[CH2:6][CH2:5]1)([CH3:3])[CH3:2].C(O)(C(F)(F)F)=O, predict the reaction product. The product is: [NH:37]1[C:38]2[C:34](=[CH:33][C:32]([NH:31][C:29]3[C:28]4[C:23](=[CH:24][CH:25]=[CH:26][CH:27]=4)[N:22]=[C:21]([C:17]4[CH:16]=[C:15]([NH:14][C:12](=[O:13])[CH2:11][CH2:10][N:7]5[CH2:6][CH2:5][N:4]([CH:1]([CH3:2])[CH3:3])[CH2:9][CH2:8]5)[CH:20]=[CH:19][CH:18]=4)[N:30]=3)=[CH:40][CH:39]=2)[CH:35]=[N:36]1. (5) Given the reactants [NH2:1][C:2]1[CH:23]=[CH:22][C:5]([O:6][C:7]2[CH:8]=[CH:9][C:10]3[N:11]([CH:13]=[C:14]([NH:16][C:17]([CH:19]4[CH2:21][CH2:20]4)=[O:18])[N:15]=3)[CH:12]=2)=[C:4]([F:24])[CH:3]=1.[F:25][C:26]1[CH:31]=[CH:30][C:29]([N:32]2[C:37]([CH:38]([CH3:40])[CH3:39])=[CH:36][CH:35]=[C:34]([C:41](O)=[O:42])[C:33]2=[O:44])=[CH:28][CH:27]=1.CN(C(ON1N=NC2C=CC=NC1=2)=[N+](C)C)C.F[P-](F)(F)(F)(F)F.C(N(CC)C(C)C)(C)C, predict the reaction product. The product is: [CH:19]1([C:17]([NH:16][C:14]2[N:15]=[C:10]3[CH:9]=[CH:8][C:7]([O:6][C:5]4[CH:22]=[CH:23][C:2]([NH:1][C:41]([C:34]5[C:33](=[O:44])[N:32]([C:29]6[CH:30]=[CH:31][C:26]([F:25])=[CH:27][CH:28]=6)[C:37]([CH:38]([CH3:40])[CH3:39])=[CH:36][CH:35]=5)=[O:42])=[CH:3][C:4]=4[F:24])=[CH:12][N:11]3[CH:13]=2)=[O:18])[CH2:21][CH2:20]1. (6) Given the reactants Cl[C:2]1[C:3]2[C:10]([CH3:11])=[CH:9][NH:8][C:4]=2[N:5]=[CH:6][N:7]=1.[CH3:12][N:13]([CH:22]1[CH2:27][CH2:26][NH:25][CH2:24][CH2:23]1)[C:14](=[O:21])[C:15]1[CH:20]=[CH:19][CH:18]=[CH:17][CH:16]=1, predict the reaction product. The product is: [CH3:12][N:13]([CH:22]1[CH2:27][CH2:26][N:25]([C:2]2[C:3]3[C:10]([CH3:11])=[CH:9][NH:8][C:4]=3[N:5]=[CH:6][N:7]=2)[CH2:24][CH2:23]1)[C:14](=[O:21])[C:15]1[CH:20]=[CH:19][CH:18]=[CH:17][CH:16]=1. (7) The product is: [CH:23]([N:8]1[CH:1]2[CH2:7][CH2:6][CH:5]1[CH2:4][CH:3]([N:9]1[CH2:10][CH2:11][N:12]([C:15]([O:17][C:18]([CH3:21])([CH3:20])[CH3:19])=[O:16])[CH2:13][CH2:14]1)[CH2:2]2)([CH3:25])[CH3:22]. Given the reactants [CH:1]12[NH:8][CH:5]([CH2:6][CH2:7]1)[CH2:4][CH:3]([N:9]1[CH2:14][CH2:13][N:12]([C:15]([O:17][C:18]([CH3:21])([CH3:20])[CH3:19])=[O:16])[CH2:11][CH2:10]1)[CH2:2]2.[CH3:22][C:23]([CH3:25])=O.[BH3-]C#N.[Na+].Cl, predict the reaction product.